Task: Predict the reactants needed to synthesize the given product.. Dataset: Full USPTO retrosynthesis dataset with 1.9M reactions from patents (1976-2016) Given the product [CH3:22][O:23][C:24]1[CH:25]=[C:26]2[C:31](=[CH:32][C:33]=1[O:34][CH3:35])[C@H:30]([CH2:36][CH2:37][C:38]1[CH:43]=[CH:42][CH:41]=[CH:40][C:39]=1[CH3:44])[N:29]([C@H:4]([C:5]1[CH:6]=[CH:7][CH:8]=[CH:9][CH:10]=1)[C:1]([NH2:2])=[O:3])[CH2:28][CH2:27]2, predict the reactants needed to synthesize it. The reactants are: [C:1]([CH:4](OS(C1C=CC(C)=CC=1)(=O)=O)[C:5]1[CH:10]=[CH:9][CH:8]=[CH:7][CH:6]=1)(=[O:3])[NH2:2].[CH3:22][O:23][C:24]1[CH:25]=[C:26]2[C:31](=[CH:32][C:33]=1[O:34][CH3:35])[C@H:30]([CH2:36][CH2:37][C:38]1[CH:43]=[CH:42][CH:41]=[CH:40][C:39]=1[CH3:44])[NH:29][CH2:28][CH2:27]2.